Dataset: Peptide-MHC class I binding affinity with 185,985 pairs from IEDB/IMGT. Task: Regression. Given a peptide amino acid sequence and an MHC pseudo amino acid sequence, predict their binding affinity value. This is MHC class I binding data. (1) The peptide sequence is KFLDWMIFI. The MHC is HLA-A02:03 with pseudo-sequence HLA-A02:03. The binding affinity (normalized) is 0.261. (2) The MHC is HLA-A68:01 with pseudo-sequence HLA-A68:01. The binding affinity (normalized) is 0.454. The peptide sequence is ATTVITPMMR. (3) The peptide sequence is VMTDGPANK. The MHC is HLA-A23:01 with pseudo-sequence HLA-A23:01. The binding affinity (normalized) is 0.0847.